This data is from Full USPTO retrosynthesis dataset with 1.9M reactions from patents (1976-2016). The task is: Predict the reactants needed to synthesize the given product. Given the product [S:35]1[C:31]([C:2]2[C:3]([NH2:22])=[N:4][CH:5]=[C:6]([C:8]3[CH:13]=[CH:12][C:11]([O:14][Si:15]([C:18]([CH3:21])([CH3:20])[CH3:19])([CH3:17])[CH3:16])=[CH:10][CH:9]=3)[N:7]=2)=[CH:32][CH:33]=[C:34]1[C:36]1[S:37][CH:38]=[CH:39][CH:40]=1, predict the reactants needed to synthesize it. The reactants are: Br[C:2]1[C:3]([NH2:22])=[N:4][CH:5]=[C:6]([C:8]2[CH:13]=[CH:12][C:11]([O:14][Si:15]([C:18]([CH3:21])([CH3:20])[CH3:19])([CH3:17])[CH3:16])=[CH:10][CH:9]=2)[N:7]=1.CC1(C)C(C)(C)OB([C:31]2[S:35][C:34]([C:36]3[S:37][CH:38]=[CH:39][CH:40]=3)=[CH:33][CH:32]=2)O1.C([O-])([O-])=O.[Na+].[Na+].O.